Dataset: Forward reaction prediction with 1.9M reactions from USPTO patents (1976-2016). Task: Predict the product of the given reaction. Given the reactants [OH:1][C@H:2]1[CH2:6][N:5]([C:7]([O:9][C:10]([CH3:13])([CH3:12])[CH3:11])=[O:8])[C@H:4]([C:14]([O:16][CH3:17])=[O:15])[CH2:3]1, predict the reaction product. The product is: [O:1]=[C:2]1[CH2:6][N:5]([C:7]([O:9][C:10]([CH3:11])([CH3:12])[CH3:13])=[O:8])[CH:4]([C:14]([O:16][CH3:17])=[O:15])[CH2:3]1.